From a dataset of Full USPTO retrosynthesis dataset with 1.9M reactions from patents (1976-2016). Predict the reactants needed to synthesize the given product. (1) Given the product [C:16]([O:15][C:13](=[O:14])[NH:1][C@@H:2]1[C:11]2[C:6](=[CH:7][CH:8]=[CH:9][CH:10]=2)[C@@H:5]([OH:12])[CH2:4][CH2:3]1)([CH3:19])([CH3:18])[CH3:17], predict the reactants needed to synthesize it. The reactants are: [NH2:1][C@H:2]1[C:11]2[C:6](=[CH:7][CH:8]=[CH:9][CH:10]=2)[C@H:5]([OH:12])[CH2:4][CH2:3]1.[C:13](O[C:13]([O:15][C:16]([CH3:19])([CH3:18])[CH3:17])=[O:14])([O:15][C:16]([CH3:19])([CH3:18])[CH3:17])=[O:14]. (2) Given the product [CH3:12][O:6][C:5]1[C:4]([N+:1]([O-:3])=[O:2])=[C:10]([OH:11])[CH:9]=[CH:8][CH:7]=1, predict the reactants needed to synthesize it. The reactants are: [N+:1]([C:4]1[C:10]([OH:11])=[CH:9][CH:8]=[CH:7][C:5]=1[OH:6])([O-:3])=[O:2].[C:12](=O)([O-])[O-].[K+].[K+].CI.